This data is from Forward reaction prediction with 1.9M reactions from USPTO patents (1976-2016). The task is: Predict the product of the given reaction. (1) The product is: [NH2:11][C:7]1[CH:6]=[C:5](/[C:4](/[C:14]2[N:15]=[CH:16][N:17]([S:19]([N:22]([CH3:24])[CH3:23])(=[O:20])=[O:21])[CH:18]=2)=[CH:3]/[O:2][CH3:1])[CH:10]=[CH:9][CH:8]=1. Given the reactants [CH3:1][O:2]/[CH:3]=[C:4](\[C:14]1[N:15]=[CH:16][N:17]([S:19]([N:22]([CH3:24])[CH3:23])(=[O:21])=[O:20])[CH:18]=1)/[C:5]1[CH:10]=[CH:9][CH:8]=[C:7]([N+:11]([O-])=O)[CH:6]=1.Cl.C(=O)(O)[O-].[Na+], predict the reaction product. (2) Given the reactants [F:1][C:2]1[CH:3]=[C:4]([C:26]([O:28]CC)=O)[C:5]2[C:6](=O)[CH:7]([C:18]3[CH:23]=[CH:22][C:21]([F:24])=[CH:20][CH:19]=3)[CH:8]([C:12]3[N:13]([CH3:17])[CH:14]=[CH:15][N:16]=3)[NH:9][C:10]=2[CH:11]=1.O.[NH2:32][NH2:33], predict the reaction product. The product is: [F:1][C:2]1[CH:11]=[C:10]2[NH:9][CH:8]([C:12]3[N:13]([CH3:17])[CH:14]=[CH:15][N:16]=3)[CH:7]([C:18]3[CH:23]=[CH:22][C:21]([F:24])=[CH:20][CH:19]=3)[C:6]3=[N:32][NH:33][C:26](=[O:28])[C:4]([CH:3]=1)=[C:5]23. (3) Given the reactants Cl[C:2]1[N:11]=[C:10]([NH:12][CH2:13][CH:14]([CH:21]2[CH2:26][CH2:25][CH2:24][CH2:23][CH2:22]2)[C:15]2[CH:20]=[CH:19][CH:18]=[CH:17][CH:16]=2)[C:9]2[C:4](=[CH:5][CH:6]=[CH:7][CH:8]=2)[N:3]=1.[CH3:27][N:28]([CH3:44])[C:29]1[CH:34]=[CH:33][C:32](B2OC(C)(C)C(C)(C)O2)=[CH:31][CH:30]=1.C1(C(C2C=CC=CN=2)CNC2C3C(=CC=CC=3)N=C(C3C=CC(NS(C)(=O)=O)=CC=3)N=2)C=CC=CC=1, predict the reaction product. The product is: [CH:21]1([CH:14]([C:15]2[CH:20]=[CH:19][CH:18]=[CH:17][CH:16]=2)[CH2:13][NH:12][C:10]2[C:9]3[C:4](=[CH:5][CH:6]=[CH:7][CH:8]=3)[N:3]=[C:2]([C:32]3[CH:33]=[CH:34][C:29]([N:28]([CH3:44])[CH3:27])=[CH:30][CH:31]=3)[N:11]=2)[CH2:26][CH2:25][CH2:24][CH2:23][CH2:22]1.